The task is: Predict the product of the given reaction.. This data is from Forward reaction prediction with 1.9M reactions from USPTO patents (1976-2016). (1) Given the reactants C[N:2]1[CH:7]=[C:6]([N+:8]([O-:10])=[O:9])[CH:5]=[C:4]([N+]([O-])=O)[C:3]1=O.[CH2:15]([N:22]1[CH2:27]CC(=O)[CH2:24][CH2:23]1)[C:16]1[CH:21]=[CH:20][CH:19]=[CH:18][CH:17]=1.N, predict the reaction product. The product is: [CH2:15]([N:22]1[CH2:23][CH2:24][C:3]2[N:2]=[CH:7][C:6]([N+:8]([O-:10])=[O:9])=[CH:5][C:4]=2[CH2:27]1)[C:16]1[CH:21]=[CH:20][CH:19]=[CH:18][CH:17]=1. (2) Given the reactants [C:1]([C:4]1[CH:9]=[CH:8][CH:7]=[C:6]([C:10](=O)[CH3:11])[N:5]=1)(=O)[CH3:2].[NH2:13][C:14]1[C:23]2[CH2:22][CH2:21][CH2:20][CH2:19][C:18]=2[CH:17]=[CH:16][CH:15]=1, predict the reaction product. The product is: [C:14]1([N:13]=[C:1]([C:4]2[CH:9]=[CH:8][CH:7]=[C:6]([C:10](=[N:13][C:14]3[C:23]4[CH2:22][CH2:21][CH2:20][CH2:19][C:18]=4[CH:17]=[CH:16][CH:15]=3)[CH3:11])[N:5]=2)[CH3:2])[C:23]2[CH2:22][CH2:21][CH2:20][CH2:19][C:18]=2[CH:17]=[CH:16][CH:15]=1.